This data is from Forward reaction prediction with 1.9M reactions from USPTO patents (1976-2016). The task is: Predict the product of the given reaction. (1) Given the reactants [Br:1][C:2]1[N:7]=[CH:6][C:5]([C:8]([CH3:13])([CH3:12])[C:9]([OH:11])=O)=[CH:4][CH:3]=1.[CH2:14]([NH2:18])[CH:15]([CH3:17])[CH3:16], predict the reaction product. The product is: [Br:1][C:2]1[N:7]=[CH:6][C:5]([C:8]([CH3:13])([CH3:12])[C:9]([NH:18][CH2:14][CH:15]([CH3:17])[CH3:16])=[O:11])=[CH:4][CH:3]=1. (2) Given the reactants Br[C:2]1[CH:3]=[C:4]([C@H:8]([NH:16][CH3:17])[CH2:9][N:10]2[CH2:14][CH2:13][C@H:12]([OH:15])[CH2:11]2)[CH:5]=[CH:6][CH:7]=1.[C:18]([Si:20]([CH3:23])([CH3:22])[CH3:21])#[CH:19], predict the reaction product. The product is: [CH3:17][NH:16][C@@H:8]([C:4]1[CH:5]=[CH:6][CH:7]=[C:2]([C:19]#[C:18][Si:20]([CH3:23])([CH3:22])[CH3:21])[CH:3]=1)[CH2:9][N:10]1[CH2:14][CH2:13][C@H:12]([OH:15])[CH2:11]1. (3) Given the reactants Cl[CH2:2][CH2:3][CH2:4][CH2:5][C:6]#[CH:7].[F:8][C:9]([F:19])([F:18])[CH2:10][CH2:11][S:12]([CH2:15][C:16]#[N:17])(=[O:14])=[O:13].C(=O)([O-])[O-].[K+].[K+].Cl, predict the reaction product. The product is: [F:19][C:9]([F:8])([F:18])[CH2:10][CH2:11][S:12]([CH:15]([CH2:7][CH2:6][CH2:5][CH2:4][C:3]#[CH:2])[C:16]#[N:17])(=[O:13])=[O:14].